This data is from NCI-60 drug combinations with 297,098 pairs across 59 cell lines. The task is: Regression. Given two drug SMILES strings and cell line genomic features, predict the synergy score measuring deviation from expected non-interaction effect. Drug 1: C1CCC(CC1)NC(=O)N(CCCl)N=O. Drug 2: CC1=C(C(=O)C2=C(C1=O)N3CC4C(C3(C2COC(=O)N)OC)N4)N. Cell line: COLO 205. Synergy scores: CSS=46.0, Synergy_ZIP=-3.44, Synergy_Bliss=-2.83, Synergy_Loewe=-4.23, Synergy_HSA=2.23.